From a dataset of Catalyst prediction with 721,799 reactions and 888 catalyst types from USPTO. Predict which catalyst facilitates the given reaction. (1) The catalyst class is: 860. Product: [F:6][C:7]1[CH:12]=[C:11]([F:13])[CH:10]=[CH:9][C:8]=1[C:14]1[CH:19]=[CH:18][C:5]2[O:4][C:2](=[O:3])[N:23]([C:24]3[CH:29]=[CH:28][CH:27]=[C:26]([C:30]([F:31])([F:32])[F:33])[CH:25]=3)[C:21](=[O:22])[C:16]=2[CH:15]=1. Reactant: Cl[C:2]([O:4][CH3:5])=[O:3].[F:6][C:7]1[CH:12]=[C:11]([F:13])[CH:10]=[CH:9][C:8]=1[C:14]1[CH:19]=[CH:18]C(O)=[C:16]([C:21]([NH:23][C:24]2[CH:29]=[CH:28][CH:27]=[C:26]([C:30]([F:33])([F:32])[F:31])[CH:25]=2)=[O:22])[CH:15]=1.Cl. (2) Reactant: [Cl:1][C:2]1[CH:7]=[CH:6][C:5]([S:8]([NH:11][C@H:12]([CH2:16][CH:17]([CH3:19])[CH3:18])[C:13]([NH2:15])=[O:14])(=[O:10])=[O:9])=[CH:4][CH:3]=1.C([O-])([O-])=O.[Cs+].[Cs+].[CH2:26]([O:29][C:30]1[CH:35]=[CH:34][C:33]([CH2:36]Br)=[CH:32][C:31]=1[F:38])[CH:27]=[CH2:28]. Product: [CH2:26]([O:29][C:30]1[CH:35]=[CH:34][C:33]([CH2:36][N:11]([C@H:12]([CH2:16][CH:17]([CH3:19])[CH3:18])[C:13]([NH2:15])=[O:14])[S:8]([C:5]2[CH:4]=[CH:3][C:2]([Cl:1])=[CH:7][CH:6]=2)(=[O:9])=[O:10])=[CH:32][C:31]=1[F:38])[CH:27]=[CH2:28]. The catalyst class is: 31. (3) Reactant: O[CH:2]([C:13]1[CH:18]=[CH:17][C:16]([C:19]([F:22])([F:21])[F:20])=[CH:15][CH:14]=1)[C:3]1[CH:12]=[CH:11][C:6]([C:7]([O:9][CH3:10])=[O:8])=[CH:5][CH:4]=1.CCN(S(F)(F)[F:29])CC. Product: [F:29][CH:2]([C:13]1[CH:18]=[CH:17][C:16]([C:19]([F:22])([F:21])[F:20])=[CH:15][CH:14]=1)[C:3]1[CH:12]=[CH:11][C:6]([C:7]([O:9][CH3:10])=[O:8])=[CH:5][CH:4]=1. The catalyst class is: 2. (4) Reactant: C(OC(=O)[N:7]([CH2:11][C@H:12]1[C@@H:16]([CH2:17][N:18]([CH:35]([CH3:37])[CH3:36])[C:19](=[O:34])[C:20]2[CH:25]=[CH:24][C:23]([O:26][CH3:27])=[C:22]([O:28][CH2:29][CH2:30][CH2:31][O:32][CH3:33])[CH:21]=2)[CH2:15][N:14]([CH2:38][C:39]2[CH:44]=[CH:43][CH:42]=[CH:41][CH:40]=2)[CH2:13]1)[CH:8]([CH3:10])[CH3:9])(C)(C)C.Cl. Product: [CH2:38]([N:14]1[CH2:13][C@@H:12]([CH2:11][NH:7][CH:8]([CH3:10])[CH3:9])[C@@H:16]([CH2:17][N:18]([CH:35]([CH3:37])[CH3:36])[C:19](=[O:34])[C:20]2[CH:25]=[CH:24][C:23]([O:26][CH3:27])=[C:22]([O:28][CH2:29][CH2:30][CH2:31][O:32][CH3:33])[CH:21]=2)[CH2:15]1)[C:39]1[CH:44]=[CH:43][CH:42]=[CH:41][CH:40]=1. The catalyst class is: 12. (5) Reactant: Cl[C:2]1[C:11]2[C:6](=[CH:7][C:8]([F:12])=[CH:9][CH:10]=2)[N:5]=[C:4]([C:13]2[CH:18]=[CH:17][CH:16]=[CH:15][N:14]=2)[C:3]=1[CH3:19].[CH:20]([Sn](CCCC)(CCCC)CCCC)=[CH2:21].[F-].[Cs+]. Product: [F:12][C:8]1[CH:7]=[C:6]2[C:11]([C:2]([CH:20]=[CH2:21])=[C:3]([CH3:19])[C:4]([C:13]3[CH:18]=[CH:17][CH:16]=[CH:15][N:14]=3)=[N:5]2)=[CH:10][CH:9]=1. The catalyst class is: 102. (6) Reactant: [CH2:1]([N:3]1[C:7]2=[N:8][C:9]([CH2:32][CH3:33])=[C:10]([CH2:19][NH:20][C:21]([C:23]3[CH:31]=[CH:30][C:26]([C:27](O)=[O:28])=[CH:25][CH:24]=3)=[O:22])[C:11]([NH:12][CH:13]3[CH2:18][CH2:17][O:16][CH2:15][CH2:14]3)=[C:6]2[CH:5]=[N:4]1)[CH3:2].[NH2:34][CH2:35][C:36]1[CH:37]=[C:38]([C:42]2[CH:47]=[CH:46][CH:45]=[C:44]([CH2:48][N:49]3[CH2:54][CH2:53][N:52]([C:55]([O:57][C:58]([CH3:61])([CH3:60])[CH3:59])=[O:56])[CH2:51][CH2:50]3)[CH:43]=2)[CH:39]=[CH:40][CH:41]=1.CN(C(ON1N=NC2C=CC=CC1=2)=[N+](C)C)C.F[P-](F)(F)(F)(F)F. Product: [CH2:1]([N:3]1[C:7]2=[N:8][C:9]([CH2:32][CH3:33])=[C:10]([CH2:19][NH:20][C:21]([C:23]3[CH:31]=[CH:30][C:26]([C:27]([NH:34][CH2:35][C:36]4[CH:37]=[C:38]([C:42]5[CH:47]=[CH:46][CH:45]=[C:44]([CH2:48][N:49]6[CH2:50][CH2:51][N:52]([C:55]([O:57][C:58]([CH3:61])([CH3:60])[CH3:59])=[O:56])[CH2:53][CH2:54]6)[CH:43]=5)[CH:39]=[CH:40][CH:41]=4)=[O:28])=[CH:25][CH:24]=3)=[O:22])[C:11]([NH:12][CH:13]3[CH2:18][CH2:17][O:16][CH2:15][CH2:14]3)=[C:6]2[CH:5]=[N:4]1)[CH3:2]. The catalyst class is: 3.